This data is from NCI-60 drug combinations with 297,098 pairs across 59 cell lines. The task is: Regression. Given two drug SMILES strings and cell line genomic features, predict the synergy score measuring deviation from expected non-interaction effect. Drug 1: CC1=CC=C(C=C1)C2=CC(=NN2C3=CC=C(C=C3)S(=O)(=O)N)C(F)(F)F. Drug 2: C1CN1P(=S)(N2CC2)N3CC3. Cell line: SF-268. Synergy scores: CSS=17.4, Synergy_ZIP=-6.37, Synergy_Bliss=-4.52, Synergy_Loewe=-11.0, Synergy_HSA=-5.05.